From a dataset of Full USPTO retrosynthesis dataset with 1.9M reactions from patents (1976-2016). Predict the reactants needed to synthesize the given product. (1) Given the product [NH2:12][C:9]1[CH:10]=[CH:11][C:6]([C:2]([CH3:5])([CH3:1])[C:3]#[N:4])=[N:7][CH:8]=1, predict the reactants needed to synthesize it. The reactants are: [CH3:1][C:2]([C:6]1[CH:11]=[CH:10][C:9]([N+:12]([O-])=O)=[CH:8][N:7]=1)([CH3:5])[C:3]#[N:4].O.O.Cl[Sn]Cl.[OH-].[Na+]. (2) Given the product [CH2:24]([Sn:19]([CH2:15][CH2:16][CH2:17][CH3:18])([CH2:20][CH2:21][CH2:22][CH3:23])[C:9]1[CH:10]=[CH:11][CH:12]=[C:7]([Cl:6])[CH:8]=1)[CH2:25][CH2:26][CH3:27], predict the reactants needed to synthesize it. The reactants are: C1COCC1.[Cl:6][C:7]1[CH:8]=[C:9]([Mg]Br)[CH:10]=[CH:11][CH:12]=1.[CH2:15]([Sn:19](Cl)([CH2:24][CH2:25][CH2:26][CH3:27])[CH2:20][CH2:21][CH2:22][CH3:23])[CH2:16][CH2:17][CH3:18].[Cl-].[NH4+]. (3) Given the product [Br:12][CH2:10][C:9]([C:3]1[C:2]([F:1])=[CH:7][CH:6]=[CH:5][C:4]=1[F:8])=[O:11], predict the reactants needed to synthesize it. The reactants are: [F:1][C:2]1[CH:7]=[CH:6][CH:5]=[C:4]([F:8])[C:3]=1[C:9](=[O:11])[CH3:10].[Br:12]Br. (4) Given the product [Cl:3][C:4]1[CH:5]=[C:6]([N:15]([CH2:22][CH3:23])[C@H:16]2[C@H:20]([OH:21])[CH2:19][O:18][CH2:17]2)[C:7]([CH3:14])=[C:8]([CH:13]=1)[C:9]([OH:11])=[O:10], predict the reactants needed to synthesize it. The reactants are: [OH-].[Na+].[Cl:3][C:4]1[CH:5]=[C:6]([N:15]([CH2:22][CH3:23])[C@H:16]2[C@H:20]([OH:21])[CH2:19][O:18][CH2:17]2)[C:7]([CH3:14])=[C:8]([CH:13]=1)[C:9]([O:11]C)=[O:10]. (5) The reactants are: [C:1]([C:5]1[C:9]([CH2:10][CH2:11][C:12]([O:14][CH3:15])=[O:13])=[CH:8][NH:7][N:6]=1)([CH3:4])([CH3:3])[CH3:2].[H-].[Na+].Cl[C:19]1[CH:24]=[CH:23][C:22]([Cl:25])=[CH:21][N:20]=1.Cl. Given the product [C:1]([C:5]1[C:9]([CH2:10][CH2:11][C:12]([O:14][CH3:15])=[O:13])=[CH:8][N:7]([C:19]2[CH:24]=[CH:23][C:22]([Cl:25])=[CH:21][N:20]=2)[N:6]=1)([CH3:4])([CH3:2])[CH3:3], predict the reactants needed to synthesize it.